The task is: Predict which catalyst facilitates the given reaction.. This data is from Catalyst prediction with 721,799 reactions and 888 catalyst types from USPTO. (1) Reactant: C(NC(C)C)(C)C.C([Li])CCC.[CH:13]1([C:16]([CH3:23])([CH3:22])[CH2:17][C:18]([O:20][CH3:21])=[O:19])[CH2:15][CH2:14]1.[Cl-].[NH4+].C1C[O:29]CC1. Product: [OH:29][CH:17]([C:16]([CH:13]1[CH2:15][CH2:14]1)([CH3:23])[CH3:22])[C:18]([O:20][CH3:21])=[O:19]. The catalyst class is: 25. (2) Reactant: Cl[C:2]1[N:7]=[C:6]([C:8]([NH:10][CH:11]([C:15]2[CH:20]=[CH:19][C:18]([O:21][C:22]([F:25])([F:24])[F:23])=[CH:17][CH:16]=2)[CH2:12][O:13][CH3:14])=[O:9])[CH:5]=[N:4][CH:3]=1.[NH:26]1[CH2:30][CH2:29][CH2:28][CH2:27]1.C(=O)([O-])[O-].[K+].[K+].CS(C)=O. Product: [CH3:14][O:13][CH2:12][CH:11]([NH:10][C:8]([C:6]1[CH:5]=[N:4][CH:3]=[C:2]([N:26]2[CH2:30][CH2:29][CH2:28][CH2:27]2)[N:7]=1)=[O:9])[C:15]1[CH:20]=[CH:19][C:18]([O:21][C:22]([F:25])([F:24])[F:23])=[CH:17][CH:16]=1. The catalyst class is: 170.